From a dataset of TCR-epitope binding with 47,182 pairs between 192 epitopes and 23,139 TCRs. Binary Classification. Given a T-cell receptor sequence (or CDR3 region) and an epitope sequence, predict whether binding occurs between them. (1) The epitope is ITEEVGHTDLMAAY. The TCR CDR3 sequence is CASSEWTSTPTDTQYF. Result: 0 (the TCR does not bind to the epitope). (2) The epitope is LPPIVAKEI. The TCR CDR3 sequence is CASSLGPSGTNTGELFF. Result: 0 (the TCR does not bind to the epitope). (3) The epitope is SLVKPSFYV. Result: 0 (the TCR does not bind to the epitope). The TCR CDR3 sequence is CASSPGQDLNNEQFF. (4) The epitope is RISNCVADY. The TCR CDR3 sequence is CASSLVGQPQHF. Result: 1 (the TCR binds to the epitope).